Dataset: Forward reaction prediction with 1.9M reactions from USPTO patents (1976-2016). Task: Predict the product of the given reaction. Given the reactants [SH:1][C:2]1[CH:9]=[C:8]([C:10]2[C:11]([C:15]([F:18])([F:17])[F:16])=[N:12][NH:13][CH:14]=2)[CH:7]=[CH:6][C:3]=1[C:4]#[N:5].[CH:19]1([CH2:23]Br)[CH2:22][CH2:21][CH2:20]1.C(=O)([O-])[O-].[K+].[K+].O, predict the reaction product. The product is: [CH:19]1([CH2:23][S:1][C:2]2[CH:9]=[C:8]([C:10]3[C:11]([C:15]([F:16])([F:18])[F:17])=[N:12][NH:13][CH:14]=3)[CH:7]=[CH:6][C:3]=2[C:4]#[N:5])[CH2:22][CH2:21][CH2:20]1.